From a dataset of Full USPTO retrosynthesis dataset with 1.9M reactions from patents (1976-2016). Predict the reactants needed to synthesize the given product. (1) Given the product [Cl:1][C:2]1[CH:3]=[C:4]2[C:9](=[CH:10][CH:11]=1)[CH:8]=[C:7]([S:12]([N:15]1[C:20]([C:21]([O:23][CH3:24])=[O:22])=[CH:19][N:18]([C:35](=[O:36])[C:34]3[CH:33]=[CH:32][C:31]([C:28]4[CH:27]=[CH:26][N:25]=[CH:30][CH:29]=4)=[CH:48][CH:47]=3)[CH2:17][CH2:16]1)(=[O:13])=[O:14])[CH:6]=[CH:5]2, predict the reactants needed to synthesize it. The reactants are: [Cl:1][C:2]1[CH:3]=[C:4]2[C:9](=[CH:10][CH:11]=1)[CH:8]=[C:7]([S:12]([N:15]1[C:20]([C:21]([O:23][CH3:24])=[O:22])=[CH:19][NH:18][CH2:17][CH2:16]1)(=[O:14])=[O:13])[CH:6]=[CH:5]2.[N:25]1[CH:30]=[CH:29][C:28]([C:31]2[CH:48]=[CH:47][C:34]([C:35](OC3C=CC([N+]([O-])=O)=CC=3)=[O:36])=[CH:33][CH:32]=2)=[CH:27][CH:26]=1.[H-].[Na+].O. (2) Given the product [C:39]([O:38][C:37]([N:36]([CH2:44][CH:45]1[CH2:50][CH2:49][N:48]([C:11]2[C:10]([F:13])=[CH:9][C:4]([C:5]([O:7][CH3:8])=[O:6])=[CH:3][C:2]=2[F:1])[CH2:47][CH:46]1[C:51]1[CH:52]=[CH:53][CH:54]=[CH:55][CH:56]=1)[C@@H:34]([C:24]1[C:33]2[C:28](=[CH:29][CH:30]=[CH:31][CH:32]=2)[CH:27]=[CH:26][CH:25]=1)[CH3:35])=[O:43])([CH3:40])([CH3:41])[CH3:42], predict the reactants needed to synthesize it. The reactants are: [F:1][C:2]1[CH:3]=[C:4]([CH:9]=[C:10]([F:13])[C:11]=1F)[C:5]([O:7][CH3:8])=[O:6].C(=O)([O-])[O-].[K+].[K+].CS(C)=O.[C:24]1([C@H:34]([N:36]([CH2:44][CH:45]2[CH2:50][CH2:49][NH:48][CH2:47][CH:46]2[C:51]2[CH:56]=[CH:55][CH:54]=[CH:53][CH:52]=2)[C:37](=[O:43])[O:38][C:39]([CH3:42])([CH3:41])[CH3:40])[CH3:35])[C:33]2[C:28](=[CH:29][CH:30]=[CH:31][CH:32]=2)[CH:27]=[CH:26][CH:25]=1. (3) Given the product [C:15]1([C:2]2[CH:3]=[N:4][C:5]3[C:10]([CH:11]=2)=[CH:9][CH:8]=[CH:7][CH:6]=3)[CH:20]=[CH:19][CH:18]=[CH:17][CH:16]=1, predict the reactants needed to synthesize it. The reactants are: Br[C:2]1[CH:3]=[N:4][C:5]2[C:10]([CH:11]=1)=[CH:9][CH:8]=[CH:7][CH:6]=2.C(O)C.[C:15]1(B(O)O)[CH:20]=[CH:19][CH:18]=[CH:17][CH:16]=1.C([O-])([O-])=O.[K+].[K+].